This data is from Forward reaction prediction with 1.9M reactions from USPTO patents (1976-2016). The task is: Predict the product of the given reaction. (1) Given the reactants [CH:1](=[C:8]1[CH2:12][N:11]([C:13]([O:15]C(C)(C)C)=O)[C@H:10]([C:20]([OH:22])=O)[CH2:9]1)[C:2]1[CH:7]=[CH:6][CH:5]=[CH:4][CH:3]=1.[C:23]1([CH:29]([C:33]2[CH:38]=[CH:37][CH:36]=[CH:35][CH:34]=2)C(Cl)=O)[CH:28]=[CH:27][CH:26]=[CH:25][CH:24]=1.[CH2:39]([N:41]([CH2:45][CH3:46])[CH2:42][CH2:43][NH2:44])[CH3:40], predict the reaction product. The product is: [CH:1](=[C:8]1[CH2:12][N:11]([C:13](=[O:15])[CH:29]([C:23]2[CH:24]=[CH:25][CH:26]=[CH:27][CH:28]=2)[C:33]2[CH:34]=[CH:35][CH:36]=[CH:37][CH:38]=2)[C@H:10]([C:20]([NH:44][CH2:43][CH2:42][N:41]([CH2:45][CH3:46])[CH2:39][CH3:40])=[O:22])[CH2:9]1)[C:2]1[CH:3]=[CH:4][CH:5]=[CH:6][CH:7]=1. (2) The product is: [F:1][C:2]1[CH:10]=[CH:9][C:8]([I:11])=[CH:7][C:3]=1[C:4]([Cl:15])=[O:5]. Given the reactants [F:1][C:2]1[CH:10]=[CH:9][C:8]([I:11])=[CH:7][C:3]=1[C:4](O)=[O:5].C(Cl)(=O)C([Cl:15])=O, predict the reaction product. (3) Given the reactants [C:1]([O:5][C:6]([NH:8][CH2:9][CH2:10][CH2:11][CH2:12][C@H:13]([NH:17]C(OCC1C2C=CC=CC=2C2C1=CC=CC=2)=O)[C:14](O)=[O:15])=[O:7])([CH3:4])([CH3:3])[CH3:2].[CH3:35][C:36]1[CH:37]=[CH:38][C:39]([NH2:42])=[CH:40][CH:41]=1.F[B-](F)(F)F.N1(OC(N(C)C)=[N+](C)C)C2C=CC=CC=2N=N1.C(N(C(C)C)CC)(C)C, predict the reaction product. The product is: [C:1]([O:5][C:6](=[O:7])[NH:8][CH2:9][CH2:10][CH2:11][CH2:12][C@H:13]([NH2:17])[C:14](=[O:15])[NH:42][C:39]1[CH:40]=[CH:41][C:36]([CH3:35])=[CH:37][CH:38]=1)([CH3:4])([CH3:2])[CH3:3]. (4) Given the reactants Cl.[Cl:2][C:3]1[C:8]([OH:9])=[CH:7][CH:6]=[CH:5][N:4]=1.[H-].[Na+].Cl[CH2:13][CH:14]1[CH2:16][O:15]1.O, predict the reaction product. The product is: [Cl:2][C:3]1[C:8]([O:9][CH2:13][CH:14]2[CH2:16][O:15]2)=[CH:7][CH:6]=[CH:5][N:4]=1. (5) Given the reactants [H-].[Na+].C1(CO)[CH:8]=[CH:7][C:6]([CH2:9][OH:10])=[CH:5]C=1.I[CH3:14].[CH2:15]1[CH2:19][O:18][CH2:17][CH2:16]1, predict the reaction product. The product is: [CH3:17][O:18][CH2:19][C:15]1[CH:16]=[CH:5][C:6]([CH2:9][O:10][CH3:14])=[CH:7][CH:8]=1. (6) The product is: [Cl:13][C:2]1[CH:3]=[C:4]2[CH:9]=[CH:8][CH:7]=[CH:6][N:5]2[N:1]=1. Given the reactants [N:1]1[N:5]2[CH:6]=[CH:7][CH:8]=[CH:9][C:4]2=[CH:3][C:2]=1O.O=P(Cl)(Cl)[Cl:13], predict the reaction product. (7) Given the reactants O[C:2]1C=C(C=C[CH:9]=1)C=O.COCCl.[H-].[Na+].[Li]CCCC.[CH3:21][O:22][CH2:23][O:24][C:25]1[CH:26]=[C:27]([CH:30]=[CH:31][CH:32]=1)[CH:28]=O, predict the reaction product. The product is: [CH3:21][O:22][CH2:23][O:24][C:25]1[CH:32]=[CH:31][CH:30]=[C:27]([CH:28]=[CH:2][CH3:9])[CH:26]=1. (8) Given the reactants [N+:1]([C:4]1[CH:5]=[C:6]([CH:12]=[CH:13][CH:14]=1)[CH2:7][NH:8][CH2:9][CH2:10][OH:11])([O-:3])=[O:2].[C:15](O[C:15]([O:17][C:18]([CH3:21])([CH3:20])[CH3:19])=[O:16])([O:17][C:18]([CH3:21])([CH3:20])[CH3:19])=[O:16].C(N(CC)CC)C.O, predict the reaction product. The product is: [OH:11][CH2:10][CH2:9][N:8]([CH2:7][C:6]1[CH:12]=[CH:13][CH:14]=[C:4]([N+:1]([O-:3])=[O:2])[CH:5]=1)[C:15](=[O:16])[O:17][C:18]([CH3:21])([CH3:20])[CH3:19]. (9) Given the reactants [CH3:1][O:2][C:3]1[CH:48]=[CH:47][C:6]([CH2:7][N:8]2[C:26](=[O:27])[N:25]3[CH:21]([CH2:22][CH:23]([O:28][C:29]4[CH:34]=[C:33]([C:35]5[CH:40]=[CH:39][CH:38]=[CH:37][CH:36]=5)[N:32]=[C:31]([O:41][CH3:42])[N:30]=4)[CH2:24]3)[C:20](=[O:43])[NH:19][C:18]3([C:44]([OH:46])=O)[CH:16]([CH2:17]3)[CH:15]=[CH:14][CH2:13][CH2:12][CH2:11][CH2:10][CH2:9]2)=[CH:5][CH:4]=1.CCN=C=NCCCN(C)C.[CH:60]1([S:63]([NH2:66])(=[O:65])=[O:64])[CH2:62][CH2:61]1.C1CCN2C(=NCCC2)CC1.C(O)(=O)CC(CC(O)=O)(C(O)=O)O, predict the reaction product. The product is: [CH3:1][O:2][C:3]1[CH:48]=[CH:47][C:6]([CH2:7][N:8]2[C:26](=[O:27])[N:25]3[CH:21]([CH2:22][CH:23]([O:28][C:29]4[CH:34]=[C:33]([C:35]5[CH:40]=[CH:39][CH:38]=[CH:37][CH:36]=5)[N:32]=[C:31]([O:41][CH3:42])[N:30]=4)[CH2:24]3)[C:20](=[O:43])[NH:19][C:18]3([C:44]([NH:66][S:63]([CH:60]4[CH2:62][CH2:61]4)(=[O:65])=[O:64])=[O:46])[CH:16]([CH2:17]3)[CH:15]=[CH:14][CH2:13][CH2:12][CH2:11][CH2:10][CH2:9]2)=[CH:5][CH:4]=1. (10) Given the reactants C([NH:5][S:6]([C:9]1[S:13][C:12]([C:14]2[N:15]=[CH:16][N:17]([C:19]3[CH:24]=[C:23]([C:25]([F:28])([F:27])[F:26])[CH:22]=[C:21]([C:29]4[CH:34]=[CH:33][C:32]([C:35]([F:38])([F:37])[F:36])=[CH:31][CH:30]=4)[N:20]=3)[CH:18]=2)=[N:11][CH:10]=1)(=[O:8])=[O:7])(C)(C)C.C(O)(C(F)(F)F)=O, predict the reaction product. The product is: [F:28][C:25]([F:26])([F:27])[C:23]1[CH:22]=[C:21]([C:29]2[CH:30]=[CH:31][C:32]([C:35]([F:36])([F:38])[F:37])=[CH:33][CH:34]=2)[N:20]=[C:19]([N:17]2[CH:18]=[C:14]([C:12]3[S:13][C:9]([S:6]([NH2:5])(=[O:8])=[O:7])=[CH:10][N:11]=3)[N:15]=[CH:16]2)[CH:24]=1.